From a dataset of Forward reaction prediction with 1.9M reactions from USPTO patents (1976-2016). Predict the product of the given reaction. (1) Given the reactants Br[CH2:2][CH2:3][CH2:4][CH2:5][N:6]1[C:10]2[CH:11]=[CH:12][CH:13]=[CH:14][C:9]=2[N:8]([C:15]2[C:20]([F:21])=[CH:19][CH:18]=[CH:17][C:16]=2[F:22])[S:7]1(=[O:24])=[O:23].[CH:25]([NH2:28])([CH3:27])[CH3:26].[ClH:29], predict the reaction product. The product is: [ClH:29].[F:22][C:16]1[CH:17]=[CH:18][CH:19]=[C:20]([F:21])[C:15]=1[N:8]1[C:9]2[CH:14]=[CH:13][CH:12]=[CH:11][C:10]=2[N:6]([CH2:5][CH2:4][CH2:3][CH2:2][NH:28][CH:25]([CH3:27])[CH3:26])[S:7]1(=[O:24])=[O:23]. (2) The product is: [NH2:13][CH2:12][C:5]1[C:6]2[CH2:10][O:9][B:8]([OH:11])[C:7]=2[C:2]([Cl:1])=[C:3]([O:21][CH2:22][C:23]([NH:25][C:26](=[O:38])[C:27]2[CH:32]=[CH:31][C:30]([O:33][C:34]([F:36])([F:37])[F:35])=[CH:29][CH:28]=2)([C:39]#[N:40])[CH3:24])[CH:4]=1.[NH2:40][C:39](=[O:42])[C:23]([NH:25][C:26](=[O:38])[C:27]1[CH:32]=[CH:31][C:30]([O:33][C:34]([F:37])([F:36])[F:35])=[CH:29][CH:28]=1)([CH3:24])[CH2:22][O:21][C:3]1[CH:4]=[C:5]([CH2:12][NH2:13])[C:6]2[CH2:10][O:9][B:8]([OH:11])[C:7]=2[C:2]=1[Cl:1]. Given the reactants [Cl:1][C:2]1[C:7]2[B:8]([OH:11])[O:9][CH2:10][C:6]=2[C:5]([CH2:12][NH:13]C(=O)OC(C)(C)C)=[CH:4][C:3]=1[O:21][CH2:22][C:23]([C:39]#[N:40])([NH:25][C:26](=[O:38])[C:27]1[CH:32]=[CH:31][C:30]([O:33][C:34]([F:37])([F:36])[F:35])=[CH:29][CH:28]=1)[CH3:24].C(O)(C(F)(F)F)=[O:42], predict the reaction product.